Task: Predict the reaction yield, written as a fraction of the theoretical maximum amount of product (1.0 means a 100% yield; for example, 0.34 means a 34% yield).. Dataset: Reaction yield outcomes from USPTO patents with 853,638 reactions (1) The catalyst is C1COCC1. The yield is 0.860. The product is [Br:1][C:2]1[C:7]([N:8]([CH2:29][O:30][CH3:31])[S:9]([C:12]2[CH:17]=[CH:16][C:15]([C:18]([CH3:19])([CH3:21])[CH3:20])=[CH:14][CH:13]=2)(=[O:11])=[O:10])=[CH:6][C:5]([Cl:22])=[CH:4][N:3]=1. The reactants are [Br:1][C:2]1[C:7]([NH:8][S:9]([C:12]2[CH:17]=[CH:16][C:15]([C:18]([CH3:21])([CH3:20])[CH3:19])=[CH:14][CH:13]=2)(=[O:11])=[O:10])=[CH:6][C:5]([Cl:22])=[CH:4][N:3]=1.C([O-])([O-])=O.[K+].[K+].[CH3:29][O:30][CH2:31]Cl. (2) The reactants are [F:1][C:2]([F:34])([F:33])[CH:3]([C:24]1[CH:29]=[C:28]([Cl:30])[C:27]([Cl:31])=[C:26]([Cl:32])[CH:25]=1)/[CH:4]=[CH:5]/[C:6]1[CH:23]=[CH:22][C:9]([O:10][N:11]2C(=O)C3C(=CC=CC=3)C2=O)=[CH:8][CH:7]=1.O.NN. The catalyst is CCO. The product is [F:34][C:2]([F:1])([F:33])[CH:3]([C:24]1[CH:25]=[C:26]([Cl:32])[C:27]([Cl:31])=[C:28]([Cl:30])[CH:29]=1)/[CH:4]=[CH:5]/[C:6]1[CH:23]=[CH:22][C:9]([O:10][NH2:11])=[CH:8][CH:7]=1. The yield is 0.530. (3) The product is [C:34]([C:31]1[N:32]=[CH:33][C:28]([NH:27][C:2]2[CH:7]=[C:6]([NH:8][CH2:9][C@H:10]3[O:15][CH2:14][CH2:13][N:12]([C:16]([O:18][C:19]([CH3:22])([CH3:21])[CH3:20])=[O:17])[CH2:11]3)[C:5]([C:23]([F:26])([F:25])[F:24])=[CH:4][N:3]=2)=[N:29][CH:30]=1)#[N:35]. The reactants are Cl[C:2]1[CH:7]=[C:6]([NH:8][CH2:9][C@H:10]2[O:15][CH2:14][CH2:13][N:12]([C:16]([O:18][C:19]([CH3:22])([CH3:21])[CH3:20])=[O:17])[CH2:11]2)[C:5]([C:23]([F:26])([F:25])[F:24])=[CH:4][N:3]=1.[NH2:27][C:28]1[CH:33]=[N:32][C:31]([C:34]#[N:35])=[CH:30][N:29]=1.C1(P(C2C=CC=CC=2)C2C=CC3C(=CC=CC=3)C=2C2C3C(=CC=CC=3)C=CC=2P(C2C=CC=CC=2)C2C=CC=CC=2)C=CC=CC=1.C(=O)([O-])[O-].[Cs+].[Cs+]. The yield is 0.680. The catalyst is O1CCOCC1.ClCCl.C1C=CC(/C=C/C(/C=C/C2C=CC=CC=2)=O)=CC=1.C1C=CC(/C=C/C(/C=C/C2C=CC=CC=2)=O)=CC=1.C1C=CC(/C=C/C(/C=C/C2C=CC=CC=2)=O)=CC=1.[Pd].[Pd]. (4) The reactants are Br[C:2]1[C:7]2[S:8][C:9]([C:11]3[C:16]([F:17])=[CH:15][CH:14]=[CH:13][C:12]=3[Cl:18])=[N:10][C:6]=2[CH:5]=[CH:4][N:3]=1.[NH2:19][C:20]1[N:25]=[CH:24][N:23]=[C:22]([NH:26][C:27](=[O:29])[CH3:28])[CH:21]=1.CC1(C)C2C(=C(P(C3C=CC=CC=3)C3C=CC=CC=3)C=CC=2)OC2C(P(C3C=CC=CC=3)C3C=CC=CC=3)=CC=CC1=2.C([O-])([O-])=O.[Cs+].[Cs+]. The catalyst is O1CCOCC1.C1C=CC(/C=C/C(/C=C/C2C=CC=CC=2)=O)=CC=1.C1C=CC(/C=C/C(/C=C/C2C=CC=CC=2)=O)=CC=1.C1C=CC(/C=C/C(/C=C/C2C=CC=CC=2)=O)=CC=1.[Pd].[Pd]. The product is [Cl:18][C:12]1[CH:13]=[CH:14][CH:15]=[C:16]([F:17])[C:11]=1[C:9]1[S:8][C:7]2[C:2]([NH:19][C:20]3[N:25]=[CH:24][N:23]=[C:22]([NH:26][C:27](=[O:29])[CH3:28])[CH:21]=3)=[N:3][CH:4]=[CH:5][C:6]=2[N:10]=1. The yield is 0.270. (5) The reactants are Br[CH2:2][C:3]1[CH:7]=[C:6]([CH3:8])[O:5][N:4]=1.[N-:9]=[N+:10]=[N-:11].[Na+].O. The catalyst is CC(C)=O. The product is [N:9]([CH2:2][C:3]1[CH:7]=[C:6]([CH3:8])[O:5][N:4]=1)=[N+:10]=[N-:11]. The yield is 0.740. (6) The reactants are [CH2:1]([NH:8][C@H:9]([CH2:18][OH:19])[CH2:10][C:11]1[CH:16]=[CH:15][C:14]([OH:17])=[CH:13][CH:12]=1)[C:2]1[CH:7]=[CH:6][CH:5]=[CH:4][CH:3]=1.[O:20]([CH2:27][C@H:28]1[O:30][CH2:29]1)[C:21]1[CH:26]=[CH:25][CH:24]=[CH:23][CH:22]=1. The catalyst is C(O)C. The product is [CH2:1]([N:8]([CH2:29][C@H:28]([OH:30])[CH2:27][O:20][C:21]1[CH:26]=[CH:25][CH:24]=[CH:23][CH:22]=1)[C@H:9]([CH2:18][OH:19])[CH2:10][C:11]1[CH:12]=[CH:13][C:14]([OH:17])=[CH:15][CH:16]=1)[C:2]1[CH:3]=[CH:4][CH:5]=[CH:6][CH:7]=1. The yield is 0.770. (7) The reactants are [C:1]([NH:4][CH2:5][CH2:6][NH:7][C:8]1[CH:20]=[CH:19][C:11]([C:12]([N:14]([CH2:17][CH3:18])[CH2:15][CH3:16])=[O:13])=[CH:10][C:9]=1[N+:21]([O-])=O)(=[O:3])[CH3:2]. The catalyst is CCOC(C)=O.[Pd]. The product is [C:1]([NH:4][CH2:5][CH2:6][NH:7][C:8]1[CH:20]=[CH:19][C:11]([C:12]([N:14]([CH2:17][CH3:18])[CH2:15][CH3:16])=[O:13])=[CH:10][C:9]=1[NH2:21])(=[O:3])[CH3:2]. The yield is 1.00.